Dataset: Full USPTO retrosynthesis dataset with 1.9M reactions from patents (1976-2016). Task: Predict the reactants needed to synthesize the given product. Given the product [CH3:26][O:27][C:28]([C:30]1[CH2:34][CH2:33][CH2:32][C:31]=1[C:2]1[CH:7]=[C:6]([O:8][CH2:9][O:10][CH3:11])[CH:5]=[C:4]([CH2:12][O:13][CH3:14])[C:3]=1[O:15][CH2:16][O:17][CH3:18])=[O:29], predict the reactants needed to synthesize it. The reactants are: Br[C:2]1[CH:7]=[C:6]([O:8][CH2:9][O:10][CH3:11])[CH:5]=[C:4]([CH2:12][O:13][CH3:14])[C:3]=1[O:15][CH2:16][O:17][CH3:18].C1([Li])C=CC=CC=1.[CH3:26][O:27][C:28]([C:30]1[CH2:34][CH2:33][CH2:32][C:31]=1OS(C(F)(F)F)(=O)=O)=[O:29].[O-]S(C(F)(F)F)(=O)=O.